From a dataset of Full USPTO retrosynthesis dataset with 1.9M reactions from patents (1976-2016). Predict the reactants needed to synthesize the given product. (1) Given the product [F:15][C:9]1[C:8]([O:16][CH3:17])=[C:3]([C:4]([O:6][CH3:7])=[O:5])[C:2]2[N:1]=[CH:18][CH:20]=[N:12][C:11]=2[CH:10]=1, predict the reactants needed to synthesize it. The reactants are: [NH2:1][C:2]1[C:11]([N+:12]([O-])=O)=[CH:10][C:9]([F:15])=[C:8]([O:16][CH3:17])[C:3]=1[C:4]([O:6][CH3:7])=[O:5].[CH:18]([CH:20]=O)=O. (2) Given the product [CH2:1]([O:3][C:4]([C:6]1[NH:7][C:8]2[C:13]([CH:14]=1)=[CH:12][CH:11]=[C:10]([OH:24])[CH:9]=2)=[O:5])[CH3:2], predict the reactants needed to synthesize it. The reactants are: [CH2:1]([O:3][C:4]([C:6]1[NH:7][C:8]2[C:13]([CH:14]=1)=[CH:12][CH:11]=[C:10](B1OC(C)(C)C(C)(C)O1)[CH:9]=2)=[O:5])[CH3:2].[OH-:24].[Na+].OO.Cl.